From a dataset of Forward reaction prediction with 1.9M reactions from USPTO patents (1976-2016). Predict the product of the given reaction. Given the reactants [C:1]([O:5][C:6](=[O:20])[C:7]1[CH:12]=[CH:11][C:10]([F:13])=[CH:9][C:8]=1[NH:14][C@@H:15]([CH3:19])[CH2:16][O:17][CH3:18])([CH3:4])([CH3:3])[CH3:2].C(N(CC)CC)C.[F:28][C:29]([F:40])([F:39])[C:30](O[C:30](=[O:31])[C:29]([F:40])([F:39])[F:28])=[O:31], predict the reaction product. The product is: [C:1]([O:5][C:6](=[O:20])[C:7]1[CH:12]=[CH:11][C:10]([F:13])=[CH:9][C:8]=1[N:14]([C@@H:15]([CH3:19])[CH2:16][O:17][CH3:18])[C:30](=[O:31])[C:29]([F:40])([F:39])[F:28])([CH3:4])([CH3:3])[CH3:2].